This data is from Peptide-MHC class I binding affinity with 185,985 pairs from IEDB/IMGT. The task is: Regression. Given a peptide amino acid sequence and an MHC pseudo amino acid sequence, predict their binding affinity value. This is MHC class I binding data. (1) The peptide sequence is DLNRMPTDM. The MHC is HLA-A02:03 with pseudo-sequence HLA-A02:03. The binding affinity (normalized) is 0.0415. (2) The peptide sequence is CLGGLLTMV. The MHC is HLA-A01:01 with pseudo-sequence HLA-A01:01. The binding affinity (normalized) is 0.